From a dataset of Catalyst prediction with 721,799 reactions and 888 catalyst types from USPTO. Predict which catalyst facilitates the given reaction. (1) Reactant: [CH3:1][CH:2]([C:4]1[N:8]([CH2:9][CH2:10][C@@H:11]([OH:19])[CH2:12][C@@H:13]([OH:18])[CH2:14][C:15]([O-:17])=[O:16])[C:7]([C:20]2[CH:21]=[CH:22][C:23]([F:26])=[CH:24][CH:25]=2)=[C:6]([C:27]2[CH:28]=[CH:29][CH:30]=[CH:31][CH:32]=2)[C:5]=1[C:33]([NH:35][C:36]1[CH:37]=[CH:38][CH:39]=[CH:40][CH:41]=1)=[O:34])[CH3:3].[CH3:3][CH:2]([C:4]1[N:8]([CH2:9][CH2:10][C@@H:11]([OH:19])[CH2:12][C@@H:13]([OH:18])[CH2:14][C:15]([O-:17])=[O:16])[C:7]([C:20]2[CH:25]=[CH:24][C:23]([F:26])=[CH:22][CH:21]=2)=[C:6]([C:27]2[CH:32]=[CH:31][CH:30]=[CH:29][CH:28]=2)[C:5]=1[C:33]([NH:35][C:36]1[CH:41]=[CH:40][CH:39]=[CH:38][CH:37]=1)=[O:34])[CH3:1].[Ca+2]. Product: [CH3:3][CH:2]([C:4]1[N:8]([CH2:9][CH2:10][C@@H:11]([OH:19])[CH2:12][C@@H:13]([OH:18])[CH2:14][C:15]([OH:17])=[O:16])[C:7]([C:20]2[CH:25]=[CH:24][C:23]([F:26])=[CH:22][CH:21]=2)=[C:6]([C:27]2[CH:32]=[CH:31][CH:30]=[CH:29][CH:28]=2)[C:5]=1[C:33]([NH:35][C:36]1[CH:41]=[CH:40][CH:39]=[CH:38][CH:37]=1)=[O:34])[CH3:1]. The catalyst class is: 10. (2) Reactant: [N+:1]([C:4]1[CH:5]=[C:6]2[CH2:12][CH2:11][CH:10]([C:13]([O:15][CH2:16][CH3:17])=[O:14])[C:7]2=[N:8][CH:9]=1)([O-])=O.[H][H]. Product: [NH2:1][C:4]1[CH:5]=[C:6]2[CH2:12][CH2:11][CH:10]([C:13]([O:15][CH2:16][CH3:17])=[O:14])[C:7]2=[N:8][CH:9]=1. The catalyst class is: 29. (3) Reactant: C1C=CC2N(O)N=NC=2C=1.CN(C(ON1N=NC2C=CC=CC1=2)=[N+](C)C)C.[B-](F)(F)(F)F.[C:33]([N:40]1[CH2:45][CH2:44][CH:43]([CH2:46][C:47]([OH:49])=O)[CH2:42][CH2:41]1)([O:35][C:36]([CH3:39])([CH3:38])[CH3:37])=[O:34].[CH3:50][S:51]([C:54]1[CH:60]=[CH:59][C:57]([NH2:58])=[CH:56][CH:55]=1)(=[O:53])=[O:52]. Product: [C:36]([O:35][C:33]([N:40]1[CH2:41][CH2:42][CH:43]([CH2:46][C:47](=[O:49])[NH:58][C:57]2[CH:56]=[CH:55][C:54]([S:51]([CH3:50])(=[O:53])=[O:52])=[CH:60][CH:59]=2)[CH2:44][CH2:45]1)=[O:34])([CH3:37])([CH3:38])[CH3:39]. The catalyst class is: 3.